Dataset: Forward reaction prediction with 1.9M reactions from USPTO patents (1976-2016). Task: Predict the product of the given reaction. (1) Given the reactants [NH:1]1[CH2:5][CH2:4][CH2:3][CH:2]1[C:6]([O:8][CH3:9])=[O:7].C=O.[C:12]([BH3-])#N.[Na+], predict the reaction product. The product is: [CH3:12][N:1]1[CH2:5][CH2:4][CH2:3][CH:2]1[C:6]([O:8][CH3:9])=[O:7]. (2) Given the reactants [OH:1][C:2]1[N:7]=[C:6]([CH2:8][C:9]2[CH:14]=[CH:13][CH:12]=[CH:11][CH:10]=2)[N:5]([CH2:15][C:16]2[CH:21]=[CH:20][CH:19]=[CH:18][CH:17]=2)[C:4](=[O:22])[CH:3]=1.Cl.C1(C[C:31](=[NH:40])NCC2C=CC=CC=2)C=CC=CC=1.C(OCC)(=O)[CH2:42][C:43]([O:45]CC)=[O:44].[O-:52]CC.[Na+], predict the reaction product. The product is: [OH:1][C:2]1[N:7]=[C:6]([CH2:8][C:9]2[CH:14]=[CH:13][CH:12]=[CH:11][CH:10]=2)[N:5]([CH2:15][C:16]2[CH:21]=[CH:20][CH:19]=[CH:18][CH:17]=2)[C:4](=[O:22])[C:3]=1[C:31]([NH:40][CH2:42][C:43]([OH:45])=[O:44])=[O:52]. (3) Given the reactants C(O)(=O)C.[CH:5](N)=[NH:6].[NH2:8][N:9]1[C:13]([C:14]#[N:15])=[C:12]([C:16]2[CH:21]=[CH:20][C:19]([NH2:22])=[C:18]([F:23])[CH:17]=2)[C:11]([C:24]([O:26][CH2:27][CH3:28])=[O:25])=[CH:10]1, predict the reaction product. The product is: [NH2:15][C:14]1[C:13]2=[C:12]([C:16]3[CH:21]=[CH:20][C:19]([NH2:22])=[C:18]([F:23])[CH:17]=3)[C:11]([C:24]([O:26][CH2:27][CH3:28])=[O:25])=[CH:10][N:9]2[N:8]=[CH:5][N:6]=1. (4) Given the reactants CC1C=CC(S(OCC2OC3C4CCCCC=4C=CC=3C2)(=O)=O)=CC=1.[N-]=[N+]=[N-].[Na+].[N:30]([CH2:33][CH:34]1[O:38][C:37]2[C:39]3[C:44]([CH:45]=[CH:46][C:36]=2[CH2:35]1)=[CH:43][CH:42]=[CH:41][CH:40]=3)=[N+:31]=[N-:32], predict the reaction product. The product is: [N:30]([CH2:33][CH:34]1[O:38][C:37]2[C:39]3[CH2:40][CH2:41][CH2:42][CH2:43][C:44]=3[CH:45]=[CH:46][C:36]=2[CH2:35]1)=[N+:31]=[N-:32]. (5) Given the reactants N1C=CCC(=NC=CC(OCC)=O)C=1.C1([C:18]2[N:23]=[CH:22][C:21]([CH:24]=[CH:25][C:26](OCC)=[O:27])=[CH:20][N:19]=2)CC1, predict the reaction product. The product is: [N:19]1[CH:20]=[C:21]([CH:24]=[CH:25][CH:26]=[O:27])[CH:22]=[N:23][CH:18]=1.